Dataset: Peptide-MHC class II binding affinity with 134,281 pairs from IEDB. Task: Regression. Given a peptide amino acid sequence and an MHC pseudo amino acid sequence, predict their binding affinity value. This is MHC class II binding data. (1) The peptide sequence is VPNGTLVKTITNDQI. The MHC is DRB4_0101 with pseudo-sequence DRB4_0103. The binding affinity (normalized) is 0.380. (2) The peptide sequence is VVAVGPGRWDEDGAK. The MHC is DRB1_0401 with pseudo-sequence DRB1_0401. The binding affinity (normalized) is 0. (3) The peptide sequence is HSLGKYLGHPDKF. The MHC is H-2-IAs with pseudo-sequence H-2-IAs. The binding affinity (normalized) is 0.533.